This data is from Reaction yield outcomes from USPTO patents with 853,638 reactions. The task is: Predict the reaction yield, written as a fraction of the theoretical maximum amount of product (1.0 means a 100% yield; for example, 0.34 means a 34% yield). (1) The reactants are [CH:1](=[C:3](/[N:13]=[C:14]([Br:17])[CH:15]=[CH2:16])\[C:4](=[O:12])[CH2:5][CH2:6][CH:7](OC)[O:8]C)/[CH3:2].CC(C)=O. The catalyst is O. The product is [CH:1](=[C:3](/[N:13]=[C:14]([Br:17])[CH:15]=[CH2:16])\[C:4](=[O:12])[CH2:5][CH2:6][CH:7]=[O:8])/[CH3:2]. The yield is 0.881. (2) The reactants are [C:1]1([OH:11])[C:10]2[C:5](=[CH:6][CH:7]=[CH:8][CH:9]=2)[CH:4]=[CH:3][CH:2]=1.[CH2:12]([CH:14]1[O:16][CH2:15]1)Cl. The catalyst is CS(C)=O. The product is [C:1]1([O:11][CH2:12][CH:14]2[CH2:15][O:16]2)[C:10]2[C:5](=[CH:6][CH:7]=[CH:8][CH:9]=2)[CH:4]=[CH:3][CH:2]=1. The yield is 0.780. (3) The reactants are [OH:1][C:2]1[CH:10]=[C:9](I)[CH:8]=[CH:7][C:3]=1[C:4]([OH:6])=[O:5].[CH3:12][N:13]([CH3:30])[C:14]1[C:19]([CH:20]([CH3:22])[CH3:21])=[CH:18][C:17]([CH:23]([OH:26])[C:24]#[CH:25])=[CH:16][C:15]=1[CH:27]([CH3:29])[CH3:28]. The catalyst is [Cu](I)I.Cl[Pd](Cl)([P](C1C=CC=CC=1)(C1C=CC=CC=1)C1C=CC=CC=1)[P](C1C=CC=CC=1)(C1C=CC=CC=1)C1C=CC=CC=1. The product is [CH3:30][N:13]([CH3:12])[C:14]1[C:19]([CH:20]([CH3:21])[CH3:22])=[CH:18][C:17]([CH:23]([OH:26])[C:24]#[C:25][C:9]2[CH:8]=[CH:7][C:3]([C:4]([OH:6])=[O:5])=[C:2]([OH:1])[CH:10]=2)=[CH:16][C:15]=1[CH:27]([CH3:29])[CH3:28]. The yield is 0.220. (4) The yield is 0.200. The reactants are C([Li])CCC.Br[C:7]1[CH:12]=[CH:11][N:10]=[C:9]([CH:13]([F:15])[F:14])[CH:8]=1.[Br:16][C:17]1[CH:22]=[C:21]([C:23]([C:31]2[CH:36]=[CH:35][CH:34]=[C:33]([F:37])[C:32]=2[C:38]#[N:39])=[N:24]S(C(C)(C)C)=O)[CH:20]=[CH:19][N:18]=1.Cl. The catalyst is C1COCC1.CO. The product is [Br:16][C:17]1[CH:22]=[C:21]([C:23]2([C:7]3[CH:12]=[CH:11][N:10]=[C:9]([CH:13]([F:15])[F:14])[CH:8]=3)[C:31]3[C:32](=[C:33]([F:37])[CH:34]=[CH:35][CH:36]=3)[C:38]([NH2:39])=[N:24]2)[CH:20]=[CH:19][N:18]=1. (5) The reactants are FC(F)(F)C1C=C(NC(=O)NC2C=CC(C3SC(CCC(O)=O)=NC=3)=CC=2)C=CC=1.[Cl:31][C:32]1[CH:37]=[CH:36][C:35]([NH:38][C:39](=[O:62])[NH:40][C:41]2[CH:46]=[CH:45][C:44]([C:47]3[S:51][C:50]([CH:52]4[CH2:57][CH2:56][CH:55]([C:58]([O:60]C)=[O:59])[CH2:54][CH2:53]4)=[N:49][CH:48]=3)=[CH:43][CH:42]=2)=[C:34]([F:63])[CH:33]=1. No catalyst specified. The product is [Cl:31][C:32]1[CH:37]=[CH:36][C:35]([NH:38][C:39](=[O:62])[NH:40][C:41]2[CH:42]=[CH:43][C:44]([C:47]3[S:51][C:50]([CH:52]4[CH2:53][CH2:54][CH:55]([C:58]([OH:60])=[O:59])[CH2:56][CH2:57]4)=[N:49][CH:48]=3)=[CH:45][CH:46]=2)=[C:34]([F:63])[CH:33]=1. The yield is 0.870. (6) The reactants are [Cl-].O[NH3+:3].[C:4](=[O:7])([O-])[OH:5].[Na+].CS(C)=O.[CH2:13]([C:15]1[N:16]=[C:17]([CH2:42][CH2:43][CH3:44])[N:18]([CH2:27][C:28]2[CH:33]=[CH:32][C:31]([C:34]3[C:35]([C:40]#[N:41])=[CH:36][CH:37]=[CH:38][CH:39]=3)=[CH:30][CH:29]=2)[C:19](=[O:26])[C:20]=1[CH:21]([OH:25])[CH:22]([CH3:24])[CH3:23])[CH3:14]. The product is [CH2:13]([C:15]1[N:16]=[C:17]([CH2:42][CH2:43][CH3:44])[N:18]([CH2:27][C:28]2[CH:29]=[CH:30][C:31]([C:34]3[CH:39]=[CH:38][CH:37]=[CH:36][C:35]=3[C:40]3[NH:3][C:4](=[O:7])[O:5][N:41]=3)=[CH:32][CH:33]=2)[C:19](=[O:26])[C:20]=1[CH:21]([OH:25])[CH:22]([CH3:23])[CH3:24])[CH3:14]. The yield is 0.290. The catalyst is C(OCC)(=O)C. (7) The reactants are Cl[CH2:2][CH2:3][CH2:4][N:5]1[C:14]2[C:9](=[CH:10][C:11]([F:16])=[C:12]([F:15])[CH:13]=2)[CH2:8][CH2:7][C:6]1=[O:17].[NH:18]1[CH2:23][CH2:22][CH:21]([CH2:24][O:25][C:26](=[O:31])[C:27]([CH3:30])([CH3:29])[CH3:28])[CH2:20][CH2:19]1.C([O-])([O-])=O.[Cs+].[Cs+].O. The catalyst is CN(C=O)C. The product is [F:16][C:11]1[CH:10]=[C:9]2[C:14](=[CH:13][C:12]=1[F:15])[N:5]([CH2:4][CH2:3][CH2:2][N:18]1[CH2:23][CH2:22][CH:21]([CH2:24][O:25][C:26](=[O:31])[C:27]([CH3:29])([CH3:28])[CH3:30])[CH2:20][CH2:19]1)[C:6](=[O:17])[CH2:7][CH2:8]2. The yield is 0.310. (8) The reactants are [NH2:1][C@H:2]1[CH2:7][CH2:6][N:5]([C:8]([O:10][C:11]([CH3:14])([CH3:13])[CH3:12])=[O:9])[CH2:4][C@H:3]1[O:15][CH2:16][C:17]([F:20])([F:19])[CH3:18].[Cl:21][C:22]1[N:23]=[C:24]([C:29](O)=[O:30])[NH:25][C:26]=1[CH2:27][CH3:28].CCN=C=NCCCN(C)C.Cl.C1C=CC2N(O)N=NC=2C=1. The catalyst is ClCCl.CC(N(C)C)=O. The product is [Cl:21][C:22]1[N:23]=[C:24]([C:29]([NH:1][C@H:2]2[CH2:7][CH2:6][N:5]([C:8]([O:10][C:11]([CH3:12])([CH3:13])[CH3:14])=[O:9])[CH2:4][C@H:3]2[O:15][CH2:16][C:17]([F:20])([F:19])[CH3:18])=[O:30])[NH:25][C:26]=1[CH2:27][CH3:28]. The yield is 0.940. (9) The product is [Cl:1][C:2]1[C:3]([CH3:12])=[CH:4][C:5]([N+:9]([O-:11])=[O:10])=[C:6]2[C:8]=1[CH:14]=[CH:15][CH:17]=[N:7]2. No catalyst specified. The reactants are [Cl:1][C:2]1[C:3]([CH3:12])=[CH:4][C:5]([N+:9]([O-:11])=[O:10])=[C:6]([CH:8]=1)[NH2:7].O[CH2:14][CH:15]([CH2:17]O)O.[Na+].[N+](C1C=C(S([O-])(=O)=O)C=CC=1)([O-])=O.OS(O)(=O)=O.O. The yield is 0.300. (10) The reactants are [NH:1]1[C:5]2[CH:6]=[CH:7][CH:8]=[CH:9][C:4]=2[N:3]=[C:2]1[CH2:10][N:11]1[C:19]2[CH:18]=[CH:17][CH:16]=[C:15]([Br:20])[C:14]=2[C:13]2[CH2:21][CH2:22][N:23](C(OC(C)(C)C)=O)[CH2:24][CH2:25][C:12]1=2.FC(F)(F)C(O)=O.C(Cl)[Cl:41]. No catalyst specified. The product is [ClH:41].[NH:1]1[C:5]2[CH:6]=[CH:7][CH:8]=[CH:9][C:4]=2[N:3]=[C:2]1[CH2:10][N:11]1[C:19]2[CH:18]=[CH:17][CH:16]=[C:15]([Br:20])[C:14]=2[C:13]2[CH2:21][CH2:22][NH:23][CH2:24][CH2:25][C:12]1=2. The yield is 1.00.